Dataset: Full USPTO retrosynthesis dataset with 1.9M reactions from patents (1976-2016). Task: Predict the reactants needed to synthesize the given product. (1) Given the product [N+:1]([C:4]1[CH:5]=[CH:6][C:7]([NH:10][N:11]=[CH:18][C:17]2[CH:20]=[CH:21][C:14]([OH:13])=[CH:15][C:16]=2[OH:12])=[CH:8][CH:9]=1)([O-:3])=[O:2], predict the reactants needed to synthesize it. The reactants are: [N+:1]([C:4]1[CH:9]=[CH:8][C:7]([NH:10][NH2:11])=[CH:6][CH:5]=1)([O-:3])=[O:2].[OH2:12].[OH:13][C:14]1[C:21](O)=[CH:20][C:17]([CH:18]=O)=[CH:16][CH:15]=1. (2) Given the product [Br:15][C:16]1[CH:17]=[CH:18][C:19]2[O:5][C:3](=[O:4])[CH:2]([C:6]3[CH:11]=[CH:10][C:9]([CH:12]([CH3:14])[CH3:13])=[CH:8][CH:7]=3)[C:20]=2[CH:21]=1, predict the reactants needed to synthesize it. The reactants are: O[CH:2]([C:6]1[CH:11]=[CH:10][C:9]([CH:12]([CH3:14])[CH3:13])=[CH:8][CH:7]=1)[C:3]([OH:5])=[O:4].[Br:15][C:16]1[CH:21]=[CH:20][C:19](O)=[CH:18][CH:17]=1. (3) The reactants are: [OH:1][CH2:2][CH:3]([NH:8][C:9](=[O:36])[C:10]1[CH:15]=[CH:14][CH:13]=[C:12]([N:16]2[CH2:21][CH2:20][N:19]([C:22]([C:24]3[N:25]([C:30]4[CH:35]=[CH:34][CH:33]=[CH:32][CH:31]=4)[N:26]=[C:27]([CH3:29])[CH:28]=3)=[O:23])[CH2:18][CH2:17]2)[CH:11]=1)C(OC)=O.C(CN)O. Given the product [OH:1][CH2:2][CH2:3][NH:8][C:9](=[O:36])[C:10]1[CH:15]=[CH:14][CH:13]=[C:12]([N:16]2[CH2:21][CH2:20][N:19]([C:22]([C:24]3[N:25]([C:30]4[CH:31]=[CH:32][CH:33]=[CH:34][CH:35]=4)[N:26]=[C:27]([CH3:29])[CH:28]=3)=[O:23])[CH2:18][CH2:17]2)[CH:11]=1, predict the reactants needed to synthesize it. (4) Given the product [ClH:22].[Cl:23][C:18]1[CH:17]=[C:16]([CH:21]=[CH:20][C:19]=1[Cl:22])[C:15]([N:11]1[CH2:12][CH2:13][O:14][C@@H:9]([CH2:8][NH2:7])[CH2:10]1)=[O:24], predict the reactants needed to synthesize it. The reactants are: C(OC(=O)[NH:7][CH2:8][C@@H:9]1[O:14][CH2:13][CH2:12][N:11]([C:15](=[O:24])[C:16]2[CH:21]=[CH:20][C:19]([Cl:22])=[C:18]([Cl:23])[CH:17]=2)[CH2:10]1)(C)(C)C.Cl. (5) Given the product [CH3:1][O:2][C:3]1[CH:29]=[CH:28][C:6]([C:7]([C:9]2[S:27][C:12]3[N:13]([CH2:19][CH2:20][N:21]4[CH2:22][CH2:23][O:24][CH2:25][CH2:26]4)[CH:14]=[CH:15][C:11]=3[CH:10]=2)=[O:8])=[CH:5][CH:4]=1, predict the reactants needed to synthesize it. The reactants are: [CH3:1][O:2][C:3]1[CH:29]=[CH:28][C:6]([C:7]([C:9]2[S:27][C:12]3[N:13]([CH2:19][CH2:20][N:21]4[CH2:26][CH2:25][O:24][CH2:23][CH2:22]4)[C:14](C(O)=O)=[CH:15][C:11]=3[CH:10]=2)=[O:8])=[CH:5][CH:4]=1.N1C2C(=CC=CC=2)C=CC=1. (6) Given the product [CH3:79][C:80]1[C:85]([C:86]([N:88]2[CH2:93][CH2:92][N:91]([CH3:94])[CH2:90][CH2:89]2)=[O:87])=[CH:84][CH:83]=[CH:82][C:81]=1[NH:95][C:96]([N:98]1[C:102]2[N:103]=[C:104]([N:132]3[CH2:137][CH2:136][O:135][CH2:134][CH2:133]3)[N:105]=[C:106]([C:107]3[CH:108]=[N:109][C:110]([NH2:113])=[N:111][CH:112]=3)[C:101]=2[CH2:100][CH2:99]1)=[O:97], predict the reactants needed to synthesize it. The reactants are: COC1C=CC(CN(CC2C=CC(OC)=CC=2)C2N=CC(C3C4CCNC=4N=C(N4CCOCC4)N=3)=CN=2)=CC=1.NC1C(C)=C(C(N2CCN(C)CC2)=O)C=CC=1.CN1CCNCC1.CC1C=CC(N2CCOCC2)=CC=1N.[CH3:79][C:80]1[C:85]([C:86]([N:88]2[CH2:93][CH2:92][N:91]([CH3:94])[CH2:90][CH2:89]2)=[O:87])=[CH:84][CH:83]=[CH:82][C:81]=1[NH:95][C:96]([N:98]1[C:102]2[N:103]=[C:104]([N:132]3[CH2:137][CH2:136][O:135][CH2:134][CH2:133]3)[N:105]=[C:106]([C:107]3[CH:108]=[N:109][C:110]([N:113](CC4C=CC(OC)=CC=4)CC4C=CC(OC)=CC=4)=[N:111][CH:112]=3)[C:101]=2[CH2:100][CH2:99]1)=[O:97]. (7) Given the product [Cl:1][C:2]1[CH:7]=[C:6]([Cl:8])[CH:5]=[CH:4][C:3]=1[S:9]([N:12]([CH2:14][C:15]1[O:19][CH:18]=[C:17]([C:20]([N:48]([CH2:47][CH2:46][C:43]2[CH:42]=[CH:41][C:40]([C:36]3[NH:37][CH2:38][CH2:39][N:35]=3)=[CH:45][CH:44]=2)[CH3:49])=[O:21])[CH:16]=1)[CH3:13])(=[O:10])=[O:11], predict the reactants needed to synthesize it. The reactants are: [Cl:1][C:2]1[CH:7]=[C:6]([Cl:8])[CH:5]=[CH:4][C:3]=1[S:9]([N:12]([CH2:14][C:15]1[O:19][CH:18]=[C:17]([C:20](O)=[O:21])[CH:16]=1)[CH3:13])(=[O:11])=[O:10].C1N=CN(C(N2C=NC=C2)=O)C=1.[NH:35]1[CH2:39][CH2:38][N:37]=[C:36]1[C:40]1[CH:45]=[CH:44][C:43]([CH2:46][CH2:47][NH:48][CH3:49])=[CH:42][CH:41]=1.Cl. (8) Given the product [C:21]([O:19][CH2:1][CH2:2][CH2:3][CH2:4][CH2:5][CH2:6][CH2:7][CH2:8][CH2:9][CH2:10][CH2:11][CH2:12][CH2:13][CH2:14][CH2:15][CH2:16][CH2:17][CH3:18])(=[O:22])[C:20]1[C:26](=[CH:27][CH:28]=[CH:29][CH:30]=1)[NH2:25], predict the reactants needed to synthesize it. The reactants are: [CH2:1]([OH:19])[CH2:2][CH2:3][CH2:4][CH2:5][CH2:6][CH2:7][CH2:8][CH2:9][CH2:10][CH2:11][CH2:12][CH2:13][CH2:14][CH2:15][CH2:16][CH2:17][CH3:18].[C:20]12[C:26](=[CH:27][CH:28]=[CH:29][CH:30]=1)[NH:25]C(=O)O[C:21]2=[O:22].CO. (9) Given the product [OH:8][CH2:9][CH2:10][N:11]1[C:20]2[C:15](=[CH:16][CH:17]=[CH:18][CH:19]=2)[CH2:14][CH:13]([NH:21][C:22]([C:24]2[NH:33][C:27]3=[CH:28][N:29]=[C:30]([Cl:32])[CH:31]=[C:26]3[CH:25]=2)=[O:23])[C:12]1=[O:34], predict the reactants needed to synthesize it. The reactants are: [Si]([O:8][CH2:9][CH2:10][N:11]1[C:20]2[C:15](=[CH:16][CH:17]=[CH:18][CH:19]=2)[CH2:14][CH:13]([NH:21][C:22]([C:24]2[NH:33][C:27]3=[CH:28][N:29]=[C:30]([Cl:32])[CH:31]=[C:26]3[CH:25]=2)=[O:23])[C:12]1=[O:34])(C(C)(C)C)(C)C.CCCC[N+](CCCC)(CCCC)CCCC.[F-]. (10) Given the product [ClH:37].[ClH:37].[OH:1][CH:2]([C:22]1[C:31]2[C:26](=[CH:27][CH:28]=[C:29]([O:32][CH3:33])[CH:30]=2)[N:25]=[CH:24][C:23]=1[F:34])[CH2:3][CH2:4][CH:5]1[CH2:10][CH2:9][NH:8][CH2:7][CH:6]1[CH2:18][C:19]([OH:21])=[O:20], predict the reactants needed to synthesize it. The reactants are: [OH:1][CH:2]([C:22]1[C:31]2[C:26](=[CH:27][CH:28]=[C:29]([O:32][CH3:33])[CH:30]=2)[N:25]=[CH:24][C:23]=1[F:34])[CH2:3][CH2:4][CH:5]1[CH2:10][CH2:9][N:8](C(OC(C)(C)C)=O)[CH2:7][CH:6]1[CH2:18][C:19]([OH:21])=[O:20].S(Cl)([Cl:37])=O.